Dataset: NCI-60 drug combinations with 297,098 pairs across 59 cell lines. Task: Regression. Given two drug SMILES strings and cell line genomic features, predict the synergy score measuring deviation from expected non-interaction effect. (1) Drug 1: C1CN1P(=S)(N2CC2)N3CC3. Drug 2: CC(C)(C#N)C1=CC(=CC(=C1)CN2C=NC=N2)C(C)(C)C#N. Cell line: HL-60(TB). Synergy scores: CSS=62.7, Synergy_ZIP=-2.41, Synergy_Bliss=-2.77, Synergy_Loewe=2.79, Synergy_HSA=0.529. (2) Drug 1: CC1CC2CCC3C(=C)CC(O3)CCC45CC6C(O4)C7C(O6)C(O5)C8C(O7)CCC(O8)CC(=O)CC9C(CC(C1=C)O2)OC(C9OC)CC(CN)O.CS(=O)(=O)O. Drug 2: CC1C(C(CC(O1)OC2CC(CC3=C2C(=C4C(=C3O)C(=O)C5=C(C4=O)C(=CC=C5)OC)O)(C(=O)CO)O)N)O.Cl. Cell line: SNB-75. Synergy scores: CSS=53.6, Synergy_ZIP=-5.40, Synergy_Bliss=-5.96, Synergy_Loewe=-0.894, Synergy_HSA=0.304. (3) Drug 1: CNC(=O)C1=NC=CC(=C1)OC2=CC=C(C=C2)NC(=O)NC3=CC(=C(C=C3)Cl)C(F)(F)F. Drug 2: C1=NC2=C(N1)C(=S)N=CN2. Cell line: T-47D. Synergy scores: CSS=17.8, Synergy_ZIP=-5.24, Synergy_Bliss=0.787, Synergy_Loewe=-3.65, Synergy_HSA=2.32. (4) Synergy scores: CSS=26.5, Synergy_ZIP=-1.03, Synergy_Bliss=1.75, Synergy_Loewe=0.554, Synergy_HSA=2.25. Cell line: KM12. Drug 1: CNC(=O)C1=CC=CC=C1SC2=CC3=C(C=C2)C(=NN3)C=CC4=CC=CC=N4. Drug 2: CC12CCC(CC1=CCC3C2CCC4(C3CC=C4C5=CN=CC=C5)C)O. (5) Drug 1: CC1OCC2C(O1)C(C(C(O2)OC3C4COC(=O)C4C(C5=CC6=C(C=C35)OCO6)C7=CC(=C(C(=C7)OC)O)OC)O)O. Drug 2: CC1=C(C(=O)C2=C(C1=O)N3CC4C(C3(C2COC(=O)N)OC)N4)N. Cell line: HT29. Synergy scores: CSS=49.3, Synergy_ZIP=1.25, Synergy_Bliss=3.63, Synergy_Loewe=2.81, Synergy_HSA=8.19.